Predict the product of the given reaction. From a dataset of Forward reaction prediction with 1.9M reactions from USPTO patents (1976-2016). (1) Given the reactants [F:1][C:2]1[CH:7]=[CH:6][CH:5]=[CH:4][C:3]=1[CH2:8][C:9]([OH:11])=O.[CH2:12]([C@@H:19]1[NH:24][CH2:23][CH2:22][N:21]([C:25]2[CH:30]=[CH:29][C:28]([O:31][CH3:32])=[C:27]([O:33][CH:34]3[CH2:38][CH2:37][CH2:36][CH2:35]3)[CH:26]=2)[CH2:20]1)[C:13]1[CH:18]=[CH:17][CH:16]=[CH:15][CH:14]=1, predict the reaction product. The product is: [CH2:12]([C@H:19]1[CH2:20][N:21]([C:25]2[CH:30]=[CH:29][C:28]([O:31][CH3:32])=[C:27]([O:33][CH:34]3[CH2:38][CH2:37][CH2:36][CH2:35]3)[CH:26]=2)[CH2:22][CH2:23][N:24]1[C:9](=[O:11])[CH2:8][C:3]1[CH:4]=[CH:5][CH:6]=[CH:7][C:2]=1[F:1])[C:13]1[CH:14]=[CH:15][CH:16]=[CH:17][CH:18]=1. (2) Given the reactants [Cl:1][C:2]1[C:3]([CH3:18])=[C:4]([NH:10][C@H:11]([C@H:15]([OH:17])[CH3:16])[C:12]([OH:14])=O)[CH:5]=[CH:6][C:7]=1[C:8]#[N:9].[N+:19]([C:22]1[CH:31]=[CH:30][C:25]([C:26]([NH:28][NH2:29])=[O:27])=[CH:24][CH:23]=1)([O-:21])=[O:20].O.ON1C2C=CC=CC=2N=N1.Cl.CN(C)CCCN=C=NCC.C(N(CC)CC)C, predict the reaction product. The product is: [Cl:1][C:2]1[C:3]([CH3:18])=[C:4]([NH:10][C@H:11]([C@H:15]([OH:17])[CH3:16])[C:12]([NH:29][NH:28][C:26](=[O:27])[C:25]2[CH:24]=[CH:23][C:22]([N+:19]([O-:21])=[O:20])=[CH:31][CH:30]=2)=[O:14])[CH:5]=[CH:6][C:7]=1[C:8]#[N:9]. (3) Given the reactants [CH3:1][O:2][C:3]([C@H:5]1[CH2:10][CH2:9][C@H:8]([NH2:11])[CH2:7][CH2:6]1)=[O:4].Cl[C:13]1[N:18]=[C:17]([N:19]2[C:23]3[CH:24]=[CH:25][CH:26]=[CH:27][C:22]=3[N:21]=[N:20]2)[C:16]([Cl:28])=[CH:15][N:14]=1, predict the reaction product. The product is: [CH3:1][O:2][C:3]([CH:5]1[CH2:10][CH2:9][CH:8]([NH:11][C:13]2[N:18]=[C:17]([N:19]3[C:23]4[CH:24]=[CH:25][CH:26]=[CH:27][C:22]=4[N:21]=[N:20]3)[C:16]([Cl:28])=[CH:15][N:14]=2)[CH2:7][CH2:6]1)=[O:4]. (4) Given the reactants [CH3:1][O:2][C:3]1[CH:4]=[C:5]([C:12]2[CH2:13][CH2:14][N:15]([C:18]([O:20][C:21]([CH3:24])([CH3:23])[CH3:22])=[O:19])[CH2:16][CH:17]=2)[CH:6]=[CH:7][C:8]=1[N+:9]([O-])=O.Cl, predict the reaction product. The product is: [NH2:9][C:8]1[CH:7]=[CH:6][C:5]([C:12]2[CH2:17][CH2:16][N:15]([C:18]([O:20][C:21]([CH3:22])([CH3:23])[CH3:24])=[O:19])[CH2:14][CH:13]=2)=[CH:4][C:3]=1[O:2][CH3:1]. (5) Given the reactants [OH:1][CH2:2][CH2:3][O:4][C:5]1[N:10]=[CH:9][N:8]=[C:7]([NH:11][S:12]([CH:15]=[CH:16][C:17]2[CH:22]=[CH:21][CH:20]=[CH:19][CH:18]=2)(=[O:14])=[O:13])[C:6]=1[C:23]1[CH:28]=[CH:27][C:26]([CH3:29])=[CH:25][CH:24]=1.[H-].[Na+].CN(C=O)C.Cl[C:38]1[CH:43]=[CH:42][C:41]([C:44]([F:47])([F:46])[F:45])=[CH:40][N:39]=1, predict the reaction product. The product is: [C:26]1([CH3:29])[CH:27]=[CH:28][C:23]([C:6]2[C:7]([NH:11][S:12]([CH:15]=[CH:16][C:17]3[CH:22]=[CH:21][CH:20]=[CH:19][CH:18]=3)(=[O:13])=[O:14])=[N:8][CH:9]=[N:10][C:5]=2[O:4][CH2:3][CH2:2][O:1][C:38]2[CH:43]=[CH:42][C:41]([C:44]([F:47])([F:46])[F:45])=[CH:40][N:39]=2)=[CH:24][CH:25]=1. (6) Given the reactants [NH2:1][CH2:2][C:3]1[CH:8]=[CH:7][C:6]([C:9]2[N:17]3[C:12]([C:13]([NH2:18])=[N:14][CH:15]=[N:16]3)=[C:11]([C:19]3[CH:20]=[CH:21][C:22]4[C:26]([CH:27]=3)=[N:25][N:24]([CH2:28][C:29]3[CH:34]=[CH:33][CH:32]=[CH:31][CH:30]=3)[CH:23]=4)[CH:10]=2)=[CH:5][CH:4]=1.[C:35]1(=O)[CH2:40][CH2:39][CH2:38][CH2:37][CH2:36]1, predict the reaction product. The product is: [CH2:28]([N:24]1[CH:23]=[C:22]2[C:26]([CH:27]=[C:19]([C:11]3[CH:10]=[C:9]([C:6]4[CH:7]=[CH:8][C:3]([CH2:2][NH:1][CH:35]5[CH2:40][CH2:39][CH2:38][CH2:37][CH2:36]5)=[CH:4][CH:5]=4)[N:17]4[C:12]=3[C:13]([NH2:18])=[N:14][CH:15]=[N:16]4)[CH:20]=[CH:21]2)=[N:25]1)[C:29]1[CH:30]=[CH:31][CH:32]=[CH:33][CH:34]=1.